Dataset: Reaction yield outcomes from USPTO patents with 853,638 reactions. Task: Predict the reaction yield, written as a fraction of the theoretical maximum amount of product (1.0 means a 100% yield; for example, 0.34 means a 34% yield). (1) The reactants are [CH3:1][C@@H:2]([CH2:23][CH3:24])[C@H:3]([NH:11][CH2:12][CH2:13][NH:14][CH2:15][C:16]1[CH:21]=[CH:20][CH:19]=[C:18]([CH3:22])[N:17]=1)[C:4]([O:6][C:7]([CH3:10])([CH3:9])[CH3:8])=[O:5].[C:25](=O)(OC1C=CC([N+]([O-])=O)=CC=1)[O:26]C1C=CC([N+]([O-])=O)=CC=1. The catalyst is CN(C)C=O. The product is [CH3:1][C@@H:2]([CH2:23][CH3:24])[C@H:3]([N:11]1[CH2:12][CH2:13][N:14]([CH2:15][C:16]2[CH:21]=[CH:20][CH:19]=[C:18]([CH3:22])[N:17]=2)[C:25]1=[O:26])[C:4]([O:6][C:7]([CH3:10])([CH3:8])[CH3:9])=[O:5]. The yield is 0.570. (2) The reactants are [Cl:1][C:2]1[N:10]=[CH:9][CH:8]=[CH:7][C:3]=1[C:4](O)=[O:5].[H-].[H-].[H-].[H-].[Li+].[Al+3].O.[OH-].[Na+]. The product is [Cl:1][C:2]1[C:3]([CH2:4][OH:5])=[CH:7][CH:8]=[CH:9][N:10]=1. The yield is 0.870. The catalyst is C1COCC1. (3) The reactants are Br[C:2]1[CH:3]=[N:4][N:5]([CH3:19])[C:6]=1[NH:7][C:8](=[O:18])[O:9][C@@H:10]([C:12]1[CH:17]=[CH:16][CH:15]=[CH:14][CH:13]=1)[CH3:11].CC1(C)C(C)(C)OB([C:28]2[CH:33]=[CH:32][C:31]([C:34]3([C:37]([O:39][CH3:40])=[O:38])[CH2:36][CH2:35]3)=[CH:30][CH:29]=2)O1.COC1C=CC=C(OC)C=1C1C=CC=CC=1P(C1CCCCC1)C1CCCCC1.[O-]P([O-])([O-])=O.[K+].[K+].[K+]. The catalyst is C1(C)C=CC=CC=1.O.C([O-])(=O)C.[Pd+2].C([O-])(=O)C. The product is [CH3:40][O:39][C:37]([C:34]1([C:31]2[CH:32]=[CH:33][C:28]([C:2]3[CH:3]=[N:4][N:5]([CH3:19])[C:6]=3[NH:7][C:8]([O:9][C@@H:10]([C:12]3[CH:17]=[CH:16][CH:15]=[CH:14][CH:13]=3)[CH3:11])=[O:18])=[CH:29][CH:30]=2)[CH2:36][CH2:35]1)=[O:38]. The yield is 0.576. (4) The reactants are [CH3:1][N:2]1[CH:6]=[CH:5][N:4]=[C:3]1[CH2:7][N:8]1[CH2:13][CH2:12][NH:11][CH2:10][CH2:9]1.[Br:14][C:15]1[C:16](Cl)=[C:17]([N+:22]([O-:24])=[O:23])[C:18]([NH2:21])=[N:19][CH:20]=1. The catalyst is CC(O)C.CCN(C(C)C)C(C)C. The product is [Br:14][C:15]1[C:16]([N:11]2[CH2:10][CH2:9][N:8]([CH2:7][C:3]3[N:2]([CH3:1])[CH:6]=[CH:5][N:4]=3)[CH2:13][CH2:12]2)=[C:17]([N+:22]([O-:24])=[O:23])[C:18]([NH2:21])=[N:19][CH:20]=1. The yield is 0.510. (5) The reactants are [Cl:1][C:2]1[CH:7]=[C:6]([O:8][CH3:9])[CH:5]=[CH:4][N:3]=1.[I:10]N1C(=O)CCC1=O.[OH-].[Na+]. The catalyst is S(=O)(=O)(O)O. The product is [Cl:1][C:2]1[CH:7]=[C:6]([O:8][CH3:9])[C:5]([I:10])=[CH:4][N:3]=1. The yield is 0.220. (6) The reactants are Cl[C:2]1[N:7]=[C:6]([CH2:8][C:9]([F:12])([F:11])[F:10])[N:5]=[C:4]([N:13]2[CH2:18][C@@H:17]3[CH2:19][C@H:14]2[CH2:15][O:16]3)[CH:3]=1.[F:20][CH:21]([F:39])[O:22][C:23]1[C:24]([NH2:38])=[N:25][CH:26]=[C:27](B2OC(C)(C)C(C)(C)O2)[CH:28]=1.C(=O)([O-])[O-].[Cs+].[Cs+]. The catalyst is [Pd](Cl)Cl.C1(P(C2C=CC=CC=2)[C-]2C=CC=C2)C=CC=CC=1.[C-]1(P(C2C=CC=CC=2)C2C=CC=CC=2)C=CC=C1.[Fe+2].O1CCOCC1.O. The product is [C@H:17]12[CH2:19][C@H:14]([N:13]([C:4]3[N:5]=[C:6]([CH2:8][C:9]([F:12])([F:11])[F:10])[N:7]=[C:2]([C:27]4[CH:28]=[C:23]([O:22][CH:21]([F:39])[F:20])[C:24]([NH2:38])=[N:25][CH:26]=4)[CH:3]=3)[CH2:18]1)[CH2:15][O:16]2. The yield is 0.390.